From a dataset of Full USPTO retrosynthesis dataset with 1.9M reactions from patents (1976-2016). Predict the reactants needed to synthesize the given product. (1) Given the product [CH2:10]([CH:11]1[CH2:20][CH2:19][C:18]2[C:13](=[CH:14][CH:15]=[CH:16][CH:17]=2)[O:12]1)[CH3:1], predict the reactants needed to synthesize it. The reactants are: [CH3:1][Mg+].[Br-].FC(F)(F)S(O[CH2:10][CH:11]1[CH2:20][CH2:19][C:18]2[C:13](=[CH:14][CH:15]=[CH:16][CH:17]=2)[O:12]1)(=O)=O.[NH4+].[Cl-]. (2) Given the product [Br:1][C:2]1[CH:3]=[C:4]([N:8]2[CH:13]=[C:12]([CH3:18])[N:11]=[C:9]2[SH:10])[CH:5]=[CH:6][CH:7]=1, predict the reactants needed to synthesize it. The reactants are: [Br:1][C:2]1[CH:3]=[C:4]([NH:8][C:9]([NH:11][CH:12]([CH3:18])[CH:13](OC)OC)=[S:10])[CH:5]=[CH:6][CH:7]=1. (3) Given the product [Br:1][C:2]1[CH:3]=[C:4]([N+:9]([O-:11])=[O:10])[C:5]([NH:13][CH2:14][CH2:15][CH:16]([NH:24][C:25]([O:27][C:28]([CH3:31])([CH3:30])[CH3:29])=[O:26])[C:17]([O:19][C:20]([CH3:22])([CH3:23])[CH3:21])=[O:18])=[N:6][CH:7]=1, predict the reactants needed to synthesize it. The reactants are: [Br:1][C:2]1[CH:3]=[C:4]([N+:9]([O-:11])=[O:10])[C:5](Cl)=[N:6][CH:7]=1.Cl.[NH2:13][CH2:14][CH2:15][C@H:16]([NH:24][C:25]([O:27][C:28]([CH3:31])([CH3:30])[CH3:29])=[O:26])[C:17]([O:19][C:20]([CH3:23])([CH3:22])[CH3:21])=[O:18].C(N(CC)CC)C. (4) Given the product [C:1]([C:3]1[CH:4]=[N:5][C:6]2[C:11]([C:12]=1[NH:13][C:14]1[C:19]([C:28]#[N:29])=[CH:18][CH:17]=[C:16]3[O:21][CH2:22][O:23][C:15]=13)=[CH:10][C:9]([O:24][CH3:25])=[C:8]([O:26][CH3:27])[CH:7]=2)#[N:2], predict the reactants needed to synthesize it. The reactants are: [C:1]([C:3]1[CH:4]=[N:5][C:6]2[C:11]([C:12]=1[NH:13][C:14]1[C:19](I)=[CH:18][CH:17]=[C:16]3[O:21][CH2:22][O:23][C:15]=13)=[CH:10][C:9]([O:24][CH3:25])=[C:8]([O:26][CH3:27])[CH:7]=2)#[N:2].[C:28](C1C=NC2C(C=1NC1C(I)=CC(I)=C3OCOC=13)=CC(OC)=C(OC)C=2)#[N:29]. (5) Given the product [ClH:33].[S:1]1[CH:5]=[CH:4][C:3]2[C:6]([N:10]3[CH2:15][CH2:14][N:13]([CH2:16][CH2:17][CH2:18][O:19][C:20]4[CH:29]=[C:28]5[C:23]([CH:24]=[CH:25][N:26]([CH2:31][CH3:32])[C:27]5=[O:30])=[CH:22][CH:21]=4)[CH2:12][CH2:11]3)=[CH:7][CH:8]=[CH:9][C:2]1=2, predict the reactants needed to synthesize it. The reactants are: [S:1]1[CH:5]=[CH:4][C:3]2[C:6]([N:10]3[CH2:15][CH2:14][N:13]([CH2:16][CH2:17][CH2:18][O:19][C:20]4[CH:29]=[C:28]5[C:23]([CH:24]=[CH:25][N:26]([CH2:31][CH3:32])[C:27]5=[O:30])=[CH:22][CH:21]=4)[CH2:12][CH2:11]3)=[CH:7][CH:8]=[CH:9][C:2]1=2.[Cl:33]CCCOC1C=C2C(C=CN(CC)C2=O)=CC=1.C(O)C.Cl. (6) Given the product [Cl:1][C:2]1[CH:7]=[CH:6][C:5]([NH:8][S:9]([C:12]([F:15])([F:14])[F:13])(=[O:11])=[O:10])=[C:4]([C:16](=[N:29][O:28][C:25]2[CH:26]=[CH:27][C:22]([Cl:21])=[CH:23][CH:24]=2)[CH2:17][CH3:18])[CH:3]=1, predict the reactants needed to synthesize it. The reactants are: [Cl:1][C:2]1[CH:7]=[CH:6][C:5]([NH:8][S:9]([C:12]([F:15])([F:14])[F:13])(=[O:11])=[O:10])=[C:4]([C:16](=O)[CH2:17][CH3:18])[CH:3]=1.Cl.[Cl:21][C:22]1[CH:27]=[CH:26][C:25]([O:28][NH2:29])=[CH:24][CH:23]=1.CC([O-])=O.[Na+]. (7) Given the product [Br:1][C:2]1[CH:3]=[C:4]2[C:9](=[CH:10][CH:11]=1)[N:8]([C:12](=[O:14])[CH3:13])[C@@H:7]([CH3:15])[CH2:6][N:5]2[C:30]([C:26]1[O:25][CH:29]=[CH:28][CH:27]=1)=[O:31], predict the reactants needed to synthesize it. The reactants are: [Br:1][C:2]1[CH:3]=[C:4]2[C:9](=[CH:10][CH:11]=1)[N:8]([C:12](=[O:14])[CH3:13])[C@@H:7]([CH3:15])[CH2:6][NH:5]2.C(N(CC)C(C)C)(C)C.[O:25]1[CH:29]=[CH:28][CH:27]=[C:26]1[C:30](Cl)=[O:31].